This data is from Catalyst prediction with 721,799 reactions and 888 catalyst types from USPTO. The task is: Predict which catalyst facilitates the given reaction. (1) Reactant: [CH3:1][O:2][C@H:3]1[C@@H:7]2[O:8][C:9]([CH3:12])([CH3:11])[O:10][C@@H:6]2[C@@H:5]([C:13]2[NH:17][CH:16]=[N:15][N:14]=2)[O:4]1.C(=O)([O-])[O-].[K+].[K+].I[CH2:25][CH3:26]. Product: [CH3:1][O:2][C@H:3]1[C@@H:7]2[O:8][C:9]([CH3:12])([CH3:11])[O:10][C@@H:6]2[C@@H:5]([C:13]2[N:17]=[CH:16][N:15]([CH2:25][CH3:26])[N:14]=2)[O:4]1. The catalyst class is: 21. (2) Reactant: Cl[C:2]1[N:7]=[C:6]([N:8]2[CH2:13][CH2:12][O:11][CH2:10][C@@H:9]2[CH3:14])[CH:5]=[C:4]([C:15]2[CH:20]=[C:19]([F:21])[CH:18]=[CH:17][C:16]=2[S:22]([CH3:25])(=[O:24])=[O:23])[N:3]=1.CC1(C)C(C)(C)OB([C:34]2[CH:40]=[CH:39][C:37]([NH2:38])=[CH:36][CH:35]=2)O1.C(Cl)Cl.C([O-])([O-])=O.[Na+].[Na+]. Product: [F:21][C:19]1[CH:18]=[CH:17][C:16]([S:22]([CH3:25])(=[O:24])=[O:23])=[C:15]([C:4]2[CH:5]=[C:6]([N:8]3[CH2:13][CH2:12][O:11][CH2:10][C@@H:9]3[CH3:14])[N:7]=[C:2]([C:34]3[CH:40]=[CH:39][C:37]([NH2:38])=[CH:36][CH:35]=3)[N:3]=2)[CH:20]=1. The catalyst class is: 600. (3) Reactant: [Cl:1][C:2]1[CH:7]=[CH:6][C:5]([CH:8]([CH:10]([C:13]#[N:14])[C:11]#[N:12])[CH3:9])=[CH:4][CH:3]=1.[H-].[Na+].Br[CH2:18][CH2:19][F:20]. Product: [Cl:1][C:2]1[CH:3]=[CH:4][C:5]([CH:8]([C:10]([CH2:18][CH2:19][F:20])([C:11]#[N:12])[C:13]#[N:14])[CH3:9])=[CH:6][CH:7]=1. The catalyst class is: 9. (4) Reactant: [Cl:1][C:2]1[CH:3]=[CH:4][C:5]([CH3:12])=[C:6]([CH:11]=1)[C:7]([NH:9][CH3:10])=[O:8].C([N-]C(C)C)(C)C.[Li+].[F:21][C:22]1[CH:29]=[CH:28][C:25](C#N)=[CH:24][C:23]=1[O:30][CH3:31].[NH4+].[Cl-]. Product: [Cl:1][C:2]1[CH:11]=[C:6]2[C:5]([CH:12]=[C:10]([C:25]3[CH:28]=[CH:29][C:22]([F:21])=[C:23]([O:30][CH3:31])[CH:24]=3)[NH:9][C:7]2=[O:8])=[CH:4][CH:3]=1. The catalyst class is: 1. (5) Reactant: [Cl:1][C:2]1[N:3]=[CH:4][C:5]2[CH:10]=[C:9]([CH3:11])[N:8]([CH:12]3[CH2:16][CH2:15][CH2:14][CH2:13]3)[C:6]=2[N:7]=1.[Cl:17]N1C(=O)CCC1=O. Product: [Cl:1][C:2]1[N:3]=[CH:4][C:5]2[C:10]([Cl:17])=[C:9]([CH3:11])[N:8]([CH:12]3[CH2:13][CH2:14][CH2:15][CH2:16]3)[C:6]=2[N:7]=1. The catalyst class is: 4.